This data is from Full USPTO retrosynthesis dataset with 1.9M reactions from patents (1976-2016). The task is: Predict the reactants needed to synthesize the given product. (1) Given the product [C:17]([CH2:6][C@@H:7]([NH:9][C:10](=[O:11])[O:12][C:13]([CH3:16])([CH3:15])[CH3:14])[CH3:8])#[N:18], predict the reactants needed to synthesize it. The reactants are: CS(O[CH2:6][C@@H:7]([NH:9][C:10]([O:12][C:13]([CH3:16])([CH3:15])[CH3:14])=[O:11])[CH3:8])(=O)=O.[C-:17]#[N:18].[K+].C1OCCOCCOCCOCCOCCOC1.O. (2) The reactants are: Cl[C:2]1[CH:3]=[N:4][CH:5]=[CH:6][C:7]=1[C:8](=[O:22])[CH2:9][C:10]([C:12]1[CH:13]=[C:14]([CH:19]=[CH:20][CH:21]=1)[C:15]([O:17][CH3:18])=[O:16])=[O:11].C([O-])([O-])=O.[K+].[K+].Cl.O. Given the product [O:22]=[C:8]1[C:7]2[C:6](=[CH:5][N:4]=[CH:3][CH:2]=2)[O:11][C:10]([C:12]2[CH:13]=[C:14]([CH:19]=[CH:20][CH:21]=2)[C:15]([O:17][CH3:18])=[O:16])=[CH:9]1, predict the reactants needed to synthesize it. (3) Given the product [NH2:9][C:10]1[C:19]([NH:20][C:21]([C:23]2[CH:28]=[N:27][CH:26]=[CH:25][N:24]=2)=[O:22])=[CH:18][CH:17]=[CH:16][C:11]=1[C:12]([O:14][CH3:15])=[O:13], predict the reactants needed to synthesize it. The reactants are: Cl.C(OC([N:9](C(OC(C)(C)C)=O)[C:10]1[C:19]([NH:20][C:21]([C:23]2[CH:28]=[N:27][CH:26]=[CH:25][N:24]=2)=[O:22])=[CH:18][CH:17]=[CH:16][C:11]=1[C:12]([O:14][CH3:15])=[O:13])=O)(C)(C)C. (4) The reactants are: Br[C:2]1[C:7]([C:8]([F:11])([F:10])[F:9])=[CH:6][C:5]([NH:12][C:13]2[N:17]=[C:16]([NH2:18])[NH:15][N:14]=2)=[CH:4][C:3]=1[Cl:19].CN1C(C)(C)CC(SC2C=CC(B3OC(C)(C)C(C)(C)O3)=CC=2)CC1(C)C.[CH3:47][S:48]([NH:51][CH2:52][C:53]1[CH:58]=[CH:57][C:56](B(O)O)=[CH:55][CH:54]=1)(=[O:50])=[O:49].C([O-])([O-])=O.[K+].[K+]. Given the product [NH2:18][C:16]1[NH:15][N:14]=[C:13]([NH:12][C:5]2[CH:6]=[C:7]([C:8]([F:11])([F:10])[F:9])[C:2]([C:56]3[CH:55]=[CH:54][C:53]([CH2:52][NH:51][S:48]([CH3:47])(=[O:49])=[O:50])=[CH:58][CH:57]=3)=[C:3]([Cl:19])[CH:4]=2)[N:17]=1, predict the reactants needed to synthesize it. (5) Given the product [C:33]([C:30]1[CH:31]=[CH:32][C:27]([CH2:26][C:25]([NH:24][C@@H:11]([C:9]2[N:8]=[N:7][N:6]([CH2:5][CH2:4][OH:3])[CH:10]=2)[C:12]2[CH:17]=[CH:16][C:15]([O:18][CH2:19][C:20]([F:22])([F:23])[F:21])=[CH:14][N:13]=2)=[O:37])=[CH:28][CH:29]=1)([CH3:36])([CH3:34])[CH3:35], predict the reactants needed to synthesize it. The reactants are: C([O:3][C:4](=O)[CH2:5][N:6]1[CH:10]=[C:9]([C@H:11]([NH:24][C:25](=[O:37])[CH2:26][C:27]2[CH:32]=[CH:31][C:30]([C:33]([CH3:36])([CH3:35])[CH3:34])=[CH:29][CH:28]=2)[C:12]2[CH:17]=[CH:16][C:15]([O:18][CH2:19][C:20]([F:23])([F:22])[F:21])=[CH:14][N:13]=2)[N:8]=[N:7]1)C.[Li+].[BH4-].Cl.[OH-].[Na+].